This data is from Reaction yield outcomes from USPTO patents with 853,638 reactions. The task is: Predict the reaction yield, written as a fraction of the theoretical maximum amount of product (1.0 means a 100% yield; for example, 0.34 means a 34% yield). (1) The reactants are [N:1]12[CH2:8][CH2:7][C:4]([C:9]([C:17]3[CH:22]=[CH:21][CH:20]=[CH:19][CH:18]=3)([C:11]3[CH:16]=[CH:15][CH:14]=[CH:13][CH:12]=3)[OH:10])([CH2:5][CH2:6]1)[CH2:3][CH2:2]2.[Br:23][C:24]1[CH:29]=[C:28]([Br:30])[CH:27]=[CH:26][C:25]=1[O:31][CH2:32][CH2:33]Br. The catalyst is CC#N. The product is [Br-:23].[Br:23][C:24]1[CH:29]=[C:28]([Br:30])[CH:27]=[CH:26][C:25]=1[O:31][CH2:32][CH2:33][N+:1]12[CH2:6][CH2:5][C:4]([C:9]([OH:10])([C:17]3[CH:22]=[CH:21][CH:20]=[CH:19][CH:18]=3)[C:11]3[CH:12]=[CH:13][CH:14]=[CH:15][CH:16]=3)([CH2:3][CH2:2]1)[CH2:7][CH2:8]2. The yield is 0.438. (2) The reactants are Br[CH2:2][C:3]1[C:4]([C:20]2[CH:25]=[CH:24][C:23]([S:26](=[O:33])(=[O:32])[N:27]=[CH:28][N:29]([CH3:31])[CH3:30])=[CH:22][CH:21]=2)=[C:5]([C:15]([O:17][CH2:18][CH3:19])=[O:16])[S:6][C:7]=1[C:8]1[CH:13]=[CH:12][C:11]([Cl:14])=[CH:10][CH:9]=1.[CH3:34][NH:35][CH3:36]. The catalyst is C1C=CC=CC=1. The product is [Cl:14][C:11]1[CH:10]=[CH:9][C:8]([C:7]2[S:6][C:5]([C:15]([O:17][CH2:18][CH3:19])=[O:16])=[C:4]([C:20]3[CH:21]=[CH:22][C:23]([S:26](=[O:33])(=[O:32])[N:27]=[CH:28][N:29]([CH3:31])[CH3:30])=[CH:24][CH:25]=3)[C:3]=2[CH2:2][N:35]([CH3:36])[CH3:34])=[CH:13][CH:12]=1. The yield is 0.534. (3) The reactants are [CH:1]1([C:7]2[C:8]3[CH:9]=[CH:10][C:11]([C:29]([O:31][CH3:32])=[O:30])=[CH:12][C:13]=3[N:14]3[CH2:20][C:19]([C:21]([O:23]C)=[O:22])=[CH:18][C:17]4[CH:25]=[CH:26][CH:27]=[CH:28][C:16]=4[C:15]=23)[CH2:6][CH2:5][CH2:4][CH2:3][CH2:2]1.[Li+].[OH-]. The catalyst is CN(C)C=O. The product is [CH:1]1([C:7]2[C:8]3[CH:9]=[CH:10][C:11]([C:29]([O:31][CH3:32])=[O:30])=[CH:12][C:13]=3[N:14]3[CH:20]=[C:19]([C:21]([OH:23])=[O:22])[CH2:18][C:17]4[CH:25]=[CH:26][CH:27]=[CH:28][C:16]=4[C:15]=23)[CH2:2][CH2:3][CH2:4][CH2:5][CH2:6]1. The yield is 0.970.